This data is from Full USPTO retrosynthesis dataset with 1.9M reactions from patents (1976-2016). The task is: Predict the reactants needed to synthesize the given product. (1) Given the product [CH3:7][N:8]1[C:12]2[CH:13]=[C:14]([C:17](=[O:19])[CH2:25][C:26]#[N:22])[CH:15]=[CH:16][C:11]=2[N:10]=[CH:9]1.[CH3:21][N:22]1[C:26]2[CH:27]=[CH:28][C:29]([C:31](=[O:33])[CH2:11][C:12]#[N:8])=[CH:30][C:25]=2[N:24]=[CH:23]1, predict the reactants needed to synthesize it. The reactants are: CS(C)=O.[H-].[Na+].[CH3:7][N:8]1[C:12]2[CH:13]=[C:14]([C:17]([O:19]C)=O)[CH:15]=[CH:16][C:11]=2[N:10]=[CH:9]1.[CH3:21][N:22]1[C:26]2[CH:27]=[CH:28][C:29]([C:31]([O:33]C)=O)=[CH:30][C:25]=2[N:24]=[CH:23]1. (2) Given the product [Cl:41][CH2:40][CH2:39][CH2:38][O:1][C:2]1[CH:11]=[C:10]2[C:5]([C:6]([O:12][C:13]3[C:14]([C:23]([O:25][CH2:26][CH2:27][CH3:28])=[O:24])=[CH:15][C:16]4[C:21]([CH:22]=3)=[CH:20][CH:19]=[CH:18][CH:17]=4)=[CH:7][CH:8]=[N:9]2)=[CH:4][C:3]=1[O:29][CH3:30], predict the reactants needed to synthesize it. The reactants are: [OH:1][C:2]1[CH:11]=[C:10]2[C:5]([C:6]([O:12][C:13]3[C:14]([C:23]([O:25][CH2:26][CH2:27][CH3:28])=[O:24])=[CH:15][C:16]4[C:21]([CH:22]=3)=[CH:20][CH:19]=[CH:18][CH:17]=4)=[CH:7][CH:8]=[N:9]2)=[CH:4][C:3]=1[O:29][CH3:30].C(=O)([O-])[O-].[K+].[K+].Br[CH2:38][CH2:39][CH2:40][Cl:41].O. (3) The reactants are: [CH3:1][O:2][C:3](=[O:29])[C:4]1[CH:9]=[C:8](Br)[CH:7]=[CH:6][C:5]=1[CH2:11][N:12]1[CH:17]=[C:16]2[N:18]=[C:19]([C:21]3[CH:26]=[CH:25][CH:24]=[C:23]([F:27])[C:22]=3[F:28])[N:20]=[C:15]2[CH:14]=[N:13]1.[CH3:30][O:31][C:32]1[CH:37]=[CH:36][C:35](B(O)O)=[C:34]([C:41]([F:44])([F:43])[F:42])[CH:33]=1.C(=O)([O-])[O-].[K+].[K+].C1(C)C=CC=CC=1. Given the product [CH3:1][O:2][C:3]([C:4]1[CH:9]=[C:8]([C:35]2[CH:36]=[CH:37][C:32]([O:31][CH3:30])=[CH:33][C:34]=2[C:41]([F:42])([F:43])[F:44])[CH:7]=[CH:6][C:5]=1[CH2:11][N:12]1[CH:17]=[C:16]2[N:18]=[C:19]([C:21]3[CH:26]=[CH:25][CH:24]=[C:23]([F:27])[C:22]=3[F:28])[N:20]=[C:15]2[CH:14]=[N:13]1)=[O:29], predict the reactants needed to synthesize it. (4) Given the product [CH2:1]([O:8][C:9]1[CH:14]=[CH:13][C:12]([C:15]2[C:16]([N:34]3[CH2:35][CH2:36][C:37]([CH3:41])([CH3:40])[CH2:38][CH2:39]3)=[C:17]([C@H:23]([O:29][C:30]([CH3:33])([CH3:32])[CH3:31])[C:24]([OH:26])=[O:25])[C:18]([CH3:22])=[N:19][C:20]=2[CH3:21])=[CH:11][CH:10]=1)[C:2]1[CH:3]=[CH:4][CH:5]=[CH:6][CH:7]=1, predict the reactants needed to synthesize it. The reactants are: [CH2:1]([O:8][C:9]1[CH:14]=[CH:13][C:12]([C:15]2[C:16]([N:34]3[CH2:39][CH2:38][C:37]([CH3:41])([CH3:40])[CH2:36][CH2:35]3)=[C:17]([C@H:23]([O:29][C:30]([CH3:33])([CH3:32])[CH3:31])[C:24]([O:26]CC)=[O:25])[C:18]([CH3:22])=[N:19][C:20]=2[CH3:21])=[CH:11][CH:10]=1)[C:2]1[CH:7]=[CH:6][CH:5]=[CH:4][CH:3]=1.[Li+].[OH-]. (5) Given the product [Br:1][C:2]1[CH:3]=[N:4][C:5]2[C:10]([CH:11]=1)=[CH:9][C:8]([O:12][CH:20]([CH2:30][CH3:31])[C:21]([NH:23][C:24]([CH3:29])([CH3:28])[C:25]#[C:26][CH3:27])=[O:22])=[CH:7][CH:6]=2, predict the reactants needed to synthesize it. The reactants are: [Br:1][C:2]1[CH:3]=[N:4][C:5]2[C:10]([CH:11]=1)=[CH:9][C:8]([OH:12])=[CH:7][CH:6]=2.C(=O)([O-])[O-].[K+].[K+].Br[CH:20]([CH2:30][CH3:31])[C:21]([NH:23][C:24]([CH3:29])([CH3:28])[C:25]#[C:26][CH3:27])=[O:22].O.